Dataset: Peptide-MHC class I binding affinity with 185,985 pairs from IEDB/IMGT. Task: Regression. Given a peptide amino acid sequence and an MHC pseudo amino acid sequence, predict their binding affinity value. This is MHC class I binding data. (1) The peptide sequence is HLDELTTTL. The MHC is HLA-A11:01 with pseudo-sequence HLA-A11:01. The binding affinity (normalized) is 0.213. (2) The peptide sequence is RRQGNIYPK. The MHC is HLA-A03:01 with pseudo-sequence HLA-A03:01. The binding affinity (normalized) is 0.0671. (3) The peptide sequence is HPAAMPHLL. The MHC is HLA-B54:01 with pseudo-sequence HLA-B54:01. The binding affinity (normalized) is 0.374. (4) The peptide sequence is GRWPITHL. The MHC is Mamu-B03 with pseudo-sequence Mamu-B03. The binding affinity (normalized) is 0.713. (5) The peptide sequence is ADMSKLISL. The MHC is HLA-B18:01 with pseudo-sequence HLA-B18:01. The binding affinity (normalized) is 0. (6) The peptide sequence is VSLEYNLL. The MHC is H-2-Db with pseudo-sequence H-2-Db. The binding affinity (normalized) is 0.0105.